From a dataset of Forward reaction prediction with 1.9M reactions from USPTO patents (1976-2016). Predict the product of the given reaction. Given the reactants [F:1][C:2]1[CH:7]=[CH:6][C:5]([CH2:8][NH:9][C:10](=[O:15])[C:11]([F:14])([F:13])[F:12])=[CH:4][C:3]=1[CH:16]1[CH2:21][CH2:20][N:19]([C:22]([C:24]2[C:32]3[C:31]([C:33]([OH:35])=O)=[CH:30][CH:29]=[CH:28][C:27]=3[N:26]([CH2:36][CH2:37][O:38][CH3:39])[CH:25]=2)=[O:23])[CH2:18][CH2:17]1.[CH:40]1([NH2:43])[CH2:42][CH2:41]1, predict the reaction product. The product is: [CH:40]1([NH:43][C:33]([C:31]2[C:32]3[C:24]([C:22]([N:19]4[CH2:18][CH2:17][CH:16]([C:3]5[CH:4]=[C:5]([CH2:8][NH:9][C:10](=[O:15])[C:11]([F:12])([F:14])[F:13])[CH:6]=[CH:7][C:2]=5[F:1])[CH2:21][CH2:20]4)=[O:23])=[CH:25][N:26]([CH2:36][CH2:37][O:38][CH3:39])[C:27]=3[CH:28]=[CH:29][CH:30]=2)=[O:35])[CH2:42][CH2:41]1.